This data is from Human Reference Interactome with 51,813 positive PPI pairs across 8,248 proteins, plus equal number of experimentally-validated negative pairs. The task is: Binary Classification. Given two protein amino acid sequences, predict whether they physically interact or not. (1) Protein 1 (ENSG00000101882) has sequence MAPVSGSRSPDREASGSGGRRRSSSKSPKPSKSARSPRGRRSRSHSCSRSGDRNGLTHQLGGLSQGSRNQSYRSRSRSRSRERPSAPRGIPFASASSSVYYGSYSRPYGSDKPWPSLLDKEREESLRQKRLSERERIGELGAPEVWGLSPKNPEPDSDEHTPVEDEEPKKSTTSASTSEEEKKKKSSRSKERSKKRRKKKSSKRKHKKYSEDSDSDSDSETDSSDEDNKRRAKKAKKKEKKKKHRSKKYKKKRSKKSRKESSDSSSKESQEEFLENPWKDRTKAEEPSDLIGPEAPKTLT.... Protein 2 (ENSG00000167774) has sequence MASATRLIQRLRNWASGHDLQGKLQLRYQEISKRTQPPPKLPVGPSHKLSNNYYCTRDGRRESVPPSIIMSSQKALVSGKPAESSAVAATEKKAVTPAPPIKRWELSSDQPYL*. Result: 0 (the proteins do not interact). (2) Protein 1 (ENSG00000066379) has sequence MSVMDLANTCSSFQSDLDFCSDCGSVLPLPGAQDTVTCIRCGFNINVRDFEGKVVKTSVVFHQLGTAMPMSVEEGPECQGPVVDRRCPRCGHEGMAYHTRQMRSADEGQTVFYTCTNCKFQEKEDS*. Protein 2 (ENSG00000168412) has sequence MQGNGSALPNASQPVLRGDGARPSWLASALACVLIFTIVVDILGNLLVILSVYRNKKLRNAGNIFVVSLAVADLVVAIYPYPLVLMSIFNNGWNLGYLHCQVSGFLMGLSVIGSIFNITGIAINRYCYICHSLKYDKLYSSKNSLCYVLLIWLLTLAAVLPNLRAGTLQYDPRIYSCTFAQSVSSAYTIAVVVFHFLVPMIIVIFCYLRIWILVLQVRQRVKPDRKPKLKPQDFRNFVTMFVVFVLFAICWAPLNFIGLAVASDPASMVPRIPEWLFVASYYMAYFNSCLNAIIYGLLNQ.... Result: 0 (the proteins do not interact). (3) Protein 1 (ENSG00000243943) has sequence MSSRLGAVPATSGPTTFKQQRSTRIVGAKNRTQCSIKDNSFQYTIPHDDSLSGSSSASSCEPVSDFPASFRKSTYWMKMRRIKPAATSHVEGSGGVSAKGKRKPRQEEDEDYREFPQKKHKLYGRKQRPKTQPNPKSQARRIRKEPPVYAAGSLEEQWYLEIVDKGSVSCPTCQAVGRKTIEGLKKHMENCKQEMFTCHHCGKQLRSLAGMKYHVMANHNSLPILKAGDEIDEPSERERLRTVLKRLGKLRCMRESCSSSFTSIMGYLYHVRKCGKGAAELEKMTLKCHHCGKPYRSKAG.... Protein 2 (ENSG00000010165) has sequence MNLLPKSSREFGSVDYWEKFFQQRGKKAFEWYGTYLELCGVLHKYIKPREKVLVIGCGNSELSEQLYDVGYRDIVNIDISEVVIKQMKECNATRRPQMSFLKMDMTQMEFPDASFQVVLDKGTLDAVLTDEEEKTLQQVDRMLAEVGRVLQVGGRYLCISLAQAHILKKAVGHFSREGWMVRVHQVANSQDQVLEAEPQFSLPVFAFIMTKFRPVPGSALQIFELCAQEQRKPVRLESAERLAEAVQERQQYAWLCSQLRRKARLGSVSLDLCDGDTGEPRYTLHVVDSPTVKPSRDNHF.... Result: 0 (the proteins do not interact). (4) Protein 1 (ENSG00000025708) has sequence MAALMTPGTGAPPAPGDFSGEGSQGLPDPSPEPKQLPELIRMKRDGGRLSEADIRGFVAAVVNGSAQGAQIGAMLMAIRLRGMDLEETSVLTQALAQSGQQLEWPEAWRQQLVDKHSTGGVGDKVSLVLAPALAACGCKVPMISGRGLGHTGGTLDKLESIPGFNVIQSPEQMQVLLDQAGCCIVGQSEQLVPADGILYAARDVTATVDSLPLITASILSKKLVEGLSALVVDVKFGGAAVFPNQEQARELAKTLVGVGASLGLRVAAALTAMDKPLGRCVGHALEVEEALLCMDGAGPP.... Protein 2 (ENSG00000109851) has sequence MMFPGLLAPPAGYPSLLRPTPTLTLPQSLQSAFSGHSSFLVEDLIRISRPPAYLPRSVPTASMSPPRQGAPTALTDTGASDLGSPGPGSRRGGSPPTAFSPASETTFLKFGVNAILSSGPRTETSPALLQSVPPKTFAFPYFEGSFQPFIRSSYFPASSSVVPIPGTFSWPLAARGKPRRGMLRRAVFSDVQRKALEKMFQKQKYISKPDRKKLAAKLGLKDSQVKIWFQNRRMKWRNSKERELLSSGGCREQTLPTKLNPHPDLSDVGQKGPGNEEEEEGPGSPSHRLAYHASSDPQHL.... Result: 0 (the proteins do not interact). (5) Protein 1 (ENSG00000170855) has sequence MNSVGEACTDMKREYDQCFNRWFAEKFLKGDSSGDPCTDLFKRYQQCVQKAIKEKEIPIEGLEFMGHGKEKPENSS*. Protein 2 (ENSG00000130150) has sequence MAENHAQNKAKLISETRRRFEAEYVTDKSDKYDARDVERLQQDDNWVESYLSWRHNIVDETLKMLDESFQWRKEISVNDLNESSIPRWLLEIGVIYLHGYDKEGNKLFWIRVKYHVKDQKTILDKKKLIAFWLERYAKRENGKPVTVMFDLSETGINSIDMDFVRFIINCFKVYYPKYLSKIVIFDMPWLMNAAFKIVKTWLGPEAVSLLKFTSKNEVQDYVSVEYLPPHMGGTDPFKYSYPPLVDDDFQTPLCENGPITSEDETSSKEDIESDGKETLETISNEEQTPLLKKINPTEST.... Result: 0 (the proteins do not interact). (6) Protein 1 (ENSG00000104866) has sequence MEIAPQEAPPVPGADGDIEEAPAEAGSPSPASPPADGRLKAAAKRVTFPSDEDIVSGAVEPKDPWRHAQNVTVDEVIGAYKQACQKLNCRQIPKLLRQLQEFTDLGHRLDCLDLKGEKLDYKTCEALEEVFKRLQFKVVDLEQTNLDEDGASALFDMIEYYESATHLNISFNKHIGTRGWQAAAHMMRKTSCLQYLDARNTPLLDHSAPFVARALRIRSSLAVLHLENASLSGRPLMLLATALKMNMNLRELYLADNKLNGLQDSAQLGNLLKFNCSLQILDLRNNHVLDSGLAYICEGL.... Protein 2 (ENSG00000226941) has sequence MVEADHPGKLFIGGLNRETNEKMLKAVFGKHGPISEVLLIKDRTSKSRGFAFITFENPADAKNAAKDMNGTSLHGKAIKVEQAKKPSFQSGGRRRPPASSRNRSPSGSLRSARGSSGGTRGWLPSHEGHLDDGGYTPDLKMSYSRGLIPVKRGPSSRSGGPPPKKSAPSAVARSNSWMGSQGPMSQRRENYGVPPRRATISSWRNDRMSTRHDGYATNDGNHPSCQETRDYAPPSRGYAYRDNGHSNRDEHSSRGYRNHRSSRETRDYAPPSRGHAYRDYGHSRRDESYSRGYRNHRSSR.... Result: 1 (the proteins interact). (7) Protein 1 (ENSG00000143217) has sequence MPLSLGAEMWGPEAWLLLLLLLASFTGRCPAGELETSDVVTVVLGQDAKLPCFYRGDSGEQVGQVAWARVDAGEGAQELALLHSKYGLHVSPAYEGRVEQPPPPRNPLDGSVLLRNAVQADEGEYECRVSTFPAGSFQARLRLRVLVPPLPSLNPGPALEEGQGLTLAASCTAEGSPAPSVTWDTEVKGTTSSRSFKHSRSAAVTSEFHLVPSRSMNGQPLTCVVSHPGLLQDQRITHILHVSFLAEASVRGLEDQNLWHIGREGAMLKCLSEGQPPPSYNWTRLDGPLPSGVRVDGDTL.... Protein 2 (ENSG00000174276) has sequence MEPAGPCGFCPAGEVQPARYTCPRCNAPYCSLRCYRTHGTCAENFYRDQVLGELRGCSAPPSRLASALRRLRQQRETEDEPGEAGLSSGPAPGGLSGLWERLAPGEKAAFERLLSRGEAGRLLPPWRPWWWNRGAGPQLLEELDNAPGSDAAELELAPARTPPDSVKDASAAEPAAAERVLGDVPGACTPVVPTRIPAIVSLSRGPVSPLVRFQLPNVLFAYAHTLALYHGGDDALLSDFCATLLGVSGALGAQQVFASAEEALQAAAHVLEAGEHPPGPLGTRGAMHEVARILLGEGPT.... Result: 0 (the proteins do not interact). (8) Protein 1 (ENSG00000078043) has sequence MADFEELRNMVSSFRVSELQVLLGFAGRNKSGRKHDLLMRALHLLKSGCSPAVQIKIRELYRRRYPRTLEGLSDLSTIKSSVFSLDGGSSPVEPDLAVAGIHSLPSTSVTPHSPSSPVGSVLLQDTKPTFEMQQPSPPIPPVHPDVQLKNLPFYDVLDVLIKPTSLVQSSIQRFQEKFFIFALTPQQVREICISRDFLPGGRRDYTVQVQLRLCLAETSCPQEDNYPNSLCIKVNGKLFPLPGYAPPPKNGIEQKRPGRPLNITSLVRLSSAVPNQISISWASEIGKNYSMSVYLVRQLT.... Protein 2 (ENSG00000135406) has sequence MSHHPSGLRAGFSSTSYRRTFGPPPSLSPGAFSYSSSSRFSSSRLLGSASPSSSVRLGSFRSPRAGAGALLRLPSERLDFSMAEALNQEFLATRSNEKQELQELNDRFANFIEKVRFLEQQNAALRGELSQARGQEPARADQLCQQELRELRRELELLGRERDRVQVERDGLAEDLAALKQRLEEETRKREDAEHNLVLFRKDVDDATLSRLELERKIESLMDEIEFLKKLHEEELRDLQVSVESQQVQQVEVEATVKPELTAALRDIRAQYESIAAKNLQEAEEWYKSKYADLSDAANR.... Result: 1 (the proteins interact). (9) Protein 1 (ENSG00000259316) has sequence XQEPPILQHTEQQAGHTAH*MVRTKADSVPGTYRKVVAARAPRKVLGSSTSATNSTSVSSRKAENKYAGGNPVCVRPTPKWQKGIGEFFRLSPKDSEKENQIPEEAGSSGLGKAKRKLQDVHLRLRPSDYISYGNK*MVRTKADSVPGTYRKVVAARAPRKVLGSSTSATNSTSVSSRKAENKYAGGNPVCVRPTPKWQKGIGEFFRLSPKDSEKENQIPEEAGSSGLGKAKRKACPLQPDHTNDEKE*MVRTKADSVPGTYRKVVAARAPRKVLGSSTSATNSTSVSSRKGYKMFT*MV.... Protein 2 (ENSG00000154144) has sequence MSLLDGLASSPRAPLQSSKARMKKLPKKSQNEKYRLKYLRLRKAAKATVFENAAICDEIARLEEKFLKAKEERRYLLKKLLQLQALTEGEVQAAAPSHSSSLPLTYGVASSVGTIQGAGPISGPSTGAEEPFGKKTKKEKKEKGKENNKLEDHHRPTWLS*MSLLDGLASSPRAPLQSSKARMKKLPKKSQNEKYRLKYLRLRKAAKATVFENAAICDEIARLEEKFLKAKEERRYLLKKLLQLQALTEGEVQAAAPSHSSSLPLTYGVASSVGTIQGAGPISGPSTGAEEPFGKKTKKE.... Result: 0 (the proteins do not interact). (10) Protein 1 (ENSG00000187969) has sequence MSSKDFFACGHSGHWARGCPRGGAGGRRGGGHGRGSQCGSTTLSYTCYCCGESGRNAKNCVLLGNICYNCGRSGHIAKDCKDPKRERRQHCYTCGRLGHLARDCDRQKEQKCYSCGKLGHIQKDCAQVKCYRCGEIGHVAINCSKARPGQLLPLRQIPTSSQGMSQ*. Protein 2 (ENSG00000108852) has sequence MPVAATNSETAMQQVLDNLGSLPSATGAAELDLIFLRGIMESPIVRSLAKAHERLEETKLEAVRDNNLELVQEILRDLAQLAEQSSTAAELAHILQEPHFQSLLETHDSVASKTYETPPPSPGLDPTFSNQPVPPDAVRMVGIRKTAGEHLGVTFRVEGGELVIARILHGGMVAQQGLLHVGDIIKEVNGQPVGSDPRALQELLRNASGSVILKILPSYQEPHLPRQVFVKCHFDYDPARDSLIPCKEAGLRFNAGDLLQIVNQDDANWWQACHVEGGSAGLIPSQLLEEKRKAFVKRDL.... Result: 0 (the proteins do not interact).